Task: Predict which catalyst facilitates the given reaction.. Dataset: Catalyst prediction with 721,799 reactions and 888 catalyst types from USPTO Reactant: [F:1][C:2]1[C:11]([F:12])=[CH:10][C:5]([CH2:6]N(C)C)=[C:4]([OH:13])[CH:3]=1.[H][H]. Product: [F:12][C:11]1[C:2]([F:1])=[CH:3][C:4]([OH:13])=[C:5]([CH3:6])[CH:10]=1. The catalyst class is: 285.